From a dataset of Full USPTO retrosynthesis dataset with 1.9M reactions from patents (1976-2016). Predict the reactants needed to synthesize the given product. Given the product [Br:3][C:4]1[CH:9]=[CH:8][C:7]([CH2:10][C:11]#[N:12])=[CH:6][C:5]=1[O:13][CH2:21][CH2:20][CH:16]1[CH2:17][CH2:18][CH2:19][N:15]1[CH3:14], predict the reactants needed to synthesize it. The reactants are: [OH-].[K+].[Br:3][C:4]1[CH:9]=[CH:8][C:7]([CH2:10][C:11]#[N:12])=[CH:6][C:5]=1[OH:13].[CH3:14][N:15]1[CH2:19][CH2:18][CH2:17][CH:16]1[CH2:20][CH2:21]OS(C)(=O)=O.CN1CCCC1CCO.CS(Cl)(=O)=O.